Dataset: Peptide-MHC class I binding affinity with 185,985 pairs from IEDB/IMGT. Task: Regression. Given a peptide amino acid sequence and an MHC pseudo amino acid sequence, predict their binding affinity value. This is MHC class I binding data. (1) The peptide sequence is ELRTFSILN. The MHC is HLA-A24:02 with pseudo-sequence HLA-A24:02. The binding affinity (normalized) is 0.0469. (2) The peptide sequence is SHDVLTVQF. The binding affinity (normalized) is 0.0847. The MHC is HLA-B27:05 with pseudo-sequence HLA-B27:05.